From a dataset of Reaction yield outcomes from USPTO patents with 853,638 reactions. Predict the reaction yield, written as a fraction of the theoretical maximum amount of product (1.0 means a 100% yield; for example, 0.34 means a 34% yield). (1) The product is [OH:13][CH:14]([CH3:51])[CH2:15][O:16][C:17]1[CH:18]=[CH:19][C:20]([N:23]2[C:28](=[O:29])[C:27]([CH2:30][C:31]3[CH:36]=[CH:35][C:34]([C:37]4[CH:42]=[CH:41][CH:40]=[CH:39][C:38]=4[C:43]4[NH:3][C:4](=[O:7])[O:5][N:44]=4)=[CH:33][CH:32]=3)=[C:26]([CH2:45][CH2:46][CH3:47])[N:25]3[N:48]=[CH:49][CH:50]=[C:24]23)=[CH:21][CH:22]=1. The catalyst is C(OCC)(=O)C. The reactants are [Cl-].O[NH3+:3].[C:4](=[O:7])([O-])[OH:5].[Na+].CS(C)=O.[OH:13][CH:14]([CH3:51])[CH2:15][O:16][C:17]1[CH:22]=[CH:21][C:20]([N:23]2[C:28](=[O:29])[C:27]([CH2:30][C:31]3[CH:36]=[CH:35][C:34]([C:37]4[C:38]([C:43]#[N:44])=[CH:39][CH:40]=[CH:41][CH:42]=4)=[CH:33][CH:32]=3)=[C:26]([CH2:45][CH2:46][CH3:47])[N:25]3[N:48]=[CH:49][CH:50]=[C:24]23)=[CH:19][CH:18]=1. The yield is 0.380. (2) The reactants are [F:1][C:2]1[CH:25]=[CH:24][C:5]2[C:6]([CH:9]3[CH2:14][CH2:13][N:12]([CH2:15][CH2:16][CH:17]4[CH2:22][CH2:21][CH:20](N)[CH2:19][CH2:18]4)[CH2:11][CH2:10]3)=[N:7][O:8][C:4]=2[CH:3]=1.[CH2:26]([N:28](CC)CC)[CH3:27].C(Cl)(=[O:35])C.C(=O)(O)[O-].[Na+]. The catalyst is ClCCl. The product is [F:1][C:2]1[CH:25]=[CH:24][C:5]2[C:6]([CH:9]3[CH2:14][CH2:13][N:12]([CH2:15][CH2:16][C@H:17]4[CH2:18][CH2:19][C@H:20]([CH2:27][C:26]([NH2:28])=[O:35])[CH2:21][CH2:22]4)[CH2:11][CH2:10]3)=[N:7][O:8][C:4]=2[CH:3]=1. The yield is 0.650. (3) The reactants are [CH3:1][O:2][CH2:3][CH2:4][O:5][C:6]1[CH:7]=[C:8]2[C:12](=[C:13]([N:15]([CH3:25])[S:16]([C:19]3[CH:24]=[CH:23][CH:22]=[CH:21][N:20]=3)(=[O:18])=[O:17])[CH:14]=1)[NH:11][C:10]([C:26]1[S:27][C:28]([CH3:38])([CH2:31][N:32]3[CH2:37][CH2:36][S:35][CH2:34][CH2:33]3)[CH2:29][N:30]=1)=[CH:9]2.[O:39]1CCCC1.OOS([O-])=O.[K+].S([O-])([O-])=O.[Na+].[Na+]. The catalyst is O.C(O)C. The product is [CH3:1][O:2][CH2:3][CH2:4][O:5][C:6]1[CH:7]=[C:8]2[C:12](=[C:13]([N:15]([CH3:25])[S:16]([C:19]3[CH:24]=[CH:23][CH:22]=[CH:21][N:20]=3)(=[O:18])=[O:17])[CH:14]=1)[NH:11][C:10]([C:26]1[S:27][C:28]([CH3:38])([CH2:31][N:32]3[CH2:37][CH2:36][S:35](=[O:39])[CH2:34][CH2:33]3)[CH2:29][N:30]=1)=[CH:9]2. The yield is 0.990. (4) The reactants are Cl[C:2]1[N:10]=[CH:9][CH:8]=[CH:7][C:3]=1[C:4]([OH:6])=[O:5].C(=O)([O-])[O-].[K+].[K+].[CH:17]1([C:22]2[CH:26]=[C:25]([NH2:27])[N:24]([C:28]3[CH:33]=[CH:32][CH:31]=[CH:30][C:29]=3[CH3:34])[N:23]=2)[CH2:21][CH2:20][CH2:19][CH2:18]1. The catalyst is CN(C=O)C.C([O-])(=O)C.[Cu+2].C([O-])(=O)C. The product is [CH:17]1([C:22]2[CH:26]=[C:25]([NH:27][C:2]3[N:10]=[CH:9][CH:8]=[CH:7][C:3]=3[C:4]([OH:6])=[O:5])[N:24]([C:28]3[CH:33]=[CH:32][CH:31]=[CH:30][C:29]=3[CH3:34])[N:23]=2)[CH2:18][CH2:19][CH2:20][CH2:21]1. The yield is 0.230.